This data is from Peptide-MHC class I binding affinity with 185,985 pairs from IEDB/IMGT. The task is: Regression. Given a peptide amino acid sequence and an MHC pseudo amino acid sequence, predict their binding affinity value. This is MHC class I binding data. (1) The peptide sequence is QAEPSLYGRH. The MHC is HLA-A11:01 with pseudo-sequence HLA-A11:01. The binding affinity (normalized) is 0. (2) The peptide sequence is TQLPSKPHY. The MHC is HLA-B46:01 with pseudo-sequence HLA-B46:01. The binding affinity (normalized) is 0.0847. (3) The peptide sequence is KQWSWFSLL. The MHC is HLA-B57:01 with pseudo-sequence HLA-B57:01. The binding affinity (normalized) is 0.238. (4) The peptide sequence is DLKDQIAQL. The MHC is HLA-A02:01 with pseudo-sequence HLA-A02:01. The binding affinity (normalized) is 0.107. (5) The peptide sequence is LCFWSAIFFT. The MHC is HLA-A02:06 with pseudo-sequence HLA-A02:06. The binding affinity (normalized) is 0.0341.